From a dataset of Full USPTO retrosynthesis dataset with 1.9M reactions from patents (1976-2016). Predict the reactants needed to synthesize the given product. (1) Given the product [Br:28][C:29]1[CH:30]=[CH:31][C:32]([S:5][C:4]([F:10])([F:9])[F:3])=[C:33]([CH2:35][OH:36])[CH:34]=1, predict the reactants needed to synthesize it. The reactants are: [H-].[Na+].[F:3][C:4]([F:10])([F:9])[S:5]([O-])(=O)=O.[F:3][C:4]([F:10])([F:9])[S+:5]1C2C=CC=CC=2C2C=CC=CC1=2.[Br:28][C:29]1[CH:30]=[CH:31][C:32](S)=[C:33]([CH2:35][OH:36])[CH:34]=1. (2) Given the product [Cl-:1].[CH:2]1([C:8]2([CH2:28][N:29]3[C:33]([CH3:34])([CH3:35])[CH2:32][O:31][C:30]3=[O:36])[CH2:9][CH2:10][N:11]([C:14]([C@H:16]3[C@H:20]([C:21]4[CH:22]=[CH:23][C:24]([F:27])=[CH:25][CH:26]=4)[CH2:19][NH+:18]([CH:38]([CH3:40])[CH3:37])[CH2:17]3)=[O:15])[CH2:12][CH2:13]2)[CH2:7][CH2:6][CH2:5][CH2:4][CH2:3]1, predict the reactants needed to synthesize it. The reactants are: [Cl-:1].[CH:2]1([C:8]2([CH2:28][N:29]3[C:33]([CH3:35])([CH3:34])[CH2:32][O:31][C:30]3=[O:36])[CH2:13][CH2:12][N:11]([C:14]([C@@H:16]3[C@H:20]([C:21]4[CH:26]=[CH:25][C:24]([F:27])=[CH:23][CH:22]=4)[CH2:19][NH2+:18][CH2:17]3)=[O:15])[CH2:10][CH2:9]2)[CH2:7][CH2:6][CH2:5][CH2:4][CH2:3]1.[CH3:37][C:38]([CH3:40])=O.C(O)(=O)C.C(O[BH-](OC(=O)C)OC(=O)C)(=O)C.[Na+]. (3) Given the product [O:14]=[C:6]1[C:5]2[CH:15]=[CH:16][C:2]([NH:1][CH2:25][CH2:18][CH2:19][C:20]([O:22][CH2:23][CH3:24])=[O:21])=[CH:3][C:4]=2[C:13]2[C:8](=[N:9][CH:10]=[CH:11][CH:12]=2)[NH:7]1, predict the reactants needed to synthesize it. The reactants are: [NH2:1][C:2]1[CH:16]=[CH:15][C:5]2[C:6](=[O:14])[NH:7][C:8]3[C:13]([C:4]=2[CH:3]=1)=[CH:12][CH:11]=[CH:10][N:9]=3.Br[CH:18]([CH3:25])[CH2:19][C:20]([O:22][CH2:23][CH3:24])=[O:21]. (4) Given the product [CH2:25]([C:21]1[CH:22]=[C:23]2[C:18](=[CH:19][C:20]=1[CH2:27][CH3:28])[CH2:17][CH:16]([NH:8][CH2:9][CH:10]([C:39]1[C:40]3[S:47][C:33](=[O:32])[NH:34][C:35]=3[C:36]([OH:42])=[CH:37][CH:38]=1)[OH:11])[CH2:24]2)[CH3:26], predict the reactants needed to synthesize it. The reactants are: C([N:8]([CH:16]1[CH2:24][C:23]2[C:18](=[CH:19][C:20]([CH2:27][CH3:28])=[C:21]([CH2:25][CH3:26])[CH:22]=2)[CH2:17]1)[CH2:9][C:10](N(OC)C)=[O:11])C1C=CC=CC=1.C([O:32][C:33](=[S:47])[NH:34][C:35]1[CH:40]=[C:39](F)[CH:38]=[CH:37][C:36]=1[O:42]C(C)(C)C)(C)C. (5) Given the product [Cl:33][C:29]1[CH:28]=[C:27]([C:24]2[CH:25]=[CH:26][C:21]([CH2:20][C@@H:13]([NH:12][C:8]([C:5]3[O:4][C:3]([O:2][CH3:1])=[N:7][CH:6]=3)=[O:10])[CH2:14][C:15]([O:17][CH2:18][CH3:19])=[O:16])=[CH:22][CH:23]=2)[CH:32]=[CH:31][CH:30]=1, predict the reactants needed to synthesize it. The reactants are: [CH3:1][O:2][C:3]1[O:4][C:5]([C:8]([OH:10])=O)=[CH:6][N:7]=1.Cl.[NH2:12][C@H:13]([CH2:20][C:21]1[CH:26]=[CH:25][C:24]([C:27]2[CH:32]=[CH:31][CH:30]=[C:29]([Cl:33])[CH:28]=2)=[CH:23][CH:22]=1)[CH2:14][C:15]([O:17][CH2:18][CH3:19])=[O:16].CN(C(ON1N=NC2C=CC=NC1=2)=[N+](C)C)C.F[P-](F)(F)(F)(F)F.